Dataset: Full USPTO retrosynthesis dataset with 1.9M reactions from patents (1976-2016). Task: Predict the reactants needed to synthesize the given product. (1) The reactants are: [CH3:1][O:2][C:3]1[CH:15]=[CH:14][C:6]2[C:7]([CH3:13])=[N:8][NH:9][S:10](=[O:12])(=[O:11])[C:5]=2[C:4]=1[O:16][CH3:17]. Given the product [CH3:1][O:2][C:3]1[CH:15]=[CH:14][C:6]2[CH:7]([CH3:13])[NH:8][NH:9][S:10](=[O:12])(=[O:11])[C:5]=2[C:4]=1[O:16][CH3:17], predict the reactants needed to synthesize it. (2) Given the product [CH:2]1([C:5]2[C:6]([O:19][CH2:20][CH:21]3[CH2:22][CH2:23][N:24]([CH2:32][C:31]4[CH:34]=[CH:35][C:28]([F:27])=[CH:29][C:30]=4[C:36]([F:38])([F:37])[F:39])[CH2:25][CH2:26]3)=[CH:7][C:8]([F:18])=[C:9]([CH:17]=2)[C:10]([NH:12][S:13]([CH3:16])(=[O:14])=[O:15])=[O:11])[CH2:4][CH2:3]1, predict the reactants needed to synthesize it. The reactants are: Cl.[CH:2]1([C:5]2[C:6]([O:19][CH2:20][CH:21]3[CH2:26][CH2:25][NH:24][CH2:23][CH2:22]3)=[CH:7][C:8]([F:18])=[C:9]([CH:17]=2)[C:10]([NH:12][S:13]([CH3:16])(=[O:15])=[O:14])=[O:11])[CH2:4][CH2:3]1.[F:27][C:28]1[CH:35]=[CH:34][C:31]([CH:32]=O)=[C:30]([C:36]([F:39])([F:38])[F:37])[CH:29]=1. (3) Given the product [CH3:27][C:24]1[N:23]=[C:22]([C:28]([O:30][CH3:31])=[O:29])[C:21]([C:4]2[S:5][CH:6]=[C:2]([CH3:1])[N:3]=2)=[CH:26][CH:25]=1, predict the reactants needed to synthesize it. The reactants are: [CH3:1][C:2]1[N:3]=[C:4]([Sn](CCCC)(CCCC)CCCC)[S:5][CH:6]=1.I[C:21]1[C:22]([C:28]([O:30][CH3:31])=[O:29])=[N:23][C:24]([CH3:27])=[CH:25][CH:26]=1. (4) Given the product [CH:31]1([C:28]2[CH:29]=[N:30][C:21]([NH:16][C:11]3[CH:10]=[C:9]4[C:14](=[C:13]([CH3:15])[CH:12]=3)[N:6]([CH2:5][C:4]3[CH:17]=[CH:18][CH:19]=[C:2]([F:1])[CH:3]=3)[CH:7]=[CH:8]4)=[C:22]([CH:27]=2)[C:23]([O:25][CH3:26])=[O:24])[CH2:32][CH2:33]1, predict the reactants needed to synthesize it. The reactants are: [F:1][C:2]1[CH:3]=[C:4]([CH:17]=[CH:18][CH:19]=1)[CH2:5][N:6]1[C:14]2[C:9](=[CH:10][C:11]([NH2:16])=[CH:12][C:13]=2[CH3:15])[CH:8]=[CH:7]1.Cl[C:21]1[N:30]=[CH:29][C:28]([CH:31]2[CH2:33][CH2:32]2)=[CH:27][C:22]=1[C:23]([O:25][CH3:26])=[O:24].C(=O)([O-])[O-].[Cs+].[Cs+]. (5) Given the product [F:17][CH:16]([F:18])[O:15][C:12]1[CH:11]=[CH:10][C:9]([C:6]2[CH:7]=[CH:8][C:3]([CH2:1][NH2:2])=[CH:4][CH:5]=2)=[CH:14][CH:13]=1, predict the reactants needed to synthesize it. The reactants are: [C:1]([C:3]1[CH:8]=[CH:7][C:6]([C:9]2[CH:14]=[CH:13][C:12]([O:15][CH:16]([F:18])[F:17])=[CH:11][CH:10]=2)=[CH:5][CH:4]=1)#[N:2].N. (6) Given the product [CH3:1][S:2]([C:5]1[CH:12]=[CH:11][C:8]([CH2:9][CH:19]2[C:24](=[O:25])[O:23][C:22]([CH3:27])([CH3:26])[O:21][C:20]2=[O:28])=[CH:7][CH:6]=1)(=[O:4])=[O:3], predict the reactants needed to synthesize it. The reactants are: [CH3:1][S:2]([C:5]1[CH:12]=[CH:11][C:8]([CH:9]=O)=[CH:7][CH:6]=1)(=[O:4])=[O:3].S1C(C[CH:19]2[C:24](=[O:25])[O:23][C:22]([CH3:27])([CH3:26])[O:21][C:20]2=[O:28])=CC2C=CC=CC1=2.S1C(CC(C(O)=O)C(O)=O)=CC2C=CC=CC1=2.